The task is: Predict the product of the given reaction.. This data is from Forward reaction prediction with 1.9M reactions from USPTO patents (1976-2016). (1) Given the reactants [OH:1][C:2]1[C:3](=[O:17])[NH:4][C:5](=[O:16])[N:6]([CH2:8]CC2C=CC=CC=2)[N:7]=1, predict the reaction product. The product is: [OH:1][C:2]1[C:3](=[O:17])[NH:4][C:5](=[O:16])[N:6]([CH3:8])[N:7]=1. (2) Given the reactants [CH3:1][NH:2][C@H:3]1[CH2:8][CH2:7][C@H:6]([CH2:9][CH2:10][CH2:11][CH2:12][CH2:13]OS(C)(=O)=O)[CH2:5][CH2:4]1.FC(F)(F)C(O)=O.[F:26][C:27]([F:39])([F:38])[C:28]1[CH:33]=[CH:32][C:31]([S:34](Cl)(=[O:36])=[O:35])=[CH:30][CH:29]=1.[CH2:40]([NH:42][CH2:43][CH3:44])[CH3:41], predict the reaction product. The product is: [CH2:40]([N:42]([CH2:43][CH3:44])[CH2:13][CH2:12][CH2:11][CH2:10][CH2:9][C@H:6]1[CH2:5][CH2:4][C@H:3]([N:2]([CH3:1])[S:34]([C:31]2[CH:32]=[CH:33][C:28]([C:27]([F:39])([F:38])[F:26])=[CH:29][CH:30]=2)(=[O:36])=[O:35])[CH2:8][CH2:7]1)[CH3:41]. (3) Given the reactants [CH:1]1[C:6]2=[N:7][S:8][N:9]=[C:5]2[C:4]([NH:10][C:11]2[NH:15][CH2:14][CH2:13][N:12]=2)=[C:3]([Cl:16])[CH:2]=1.[CH:17]([OH:19])=[O:18], predict the reaction product. The product is: [CH:1]1[C:6]2=[N:7][S:8][N:9]=[C:5]2[C:4]([NH:10][C:11]2[NH:15][CH2:14][CH2:13][N:12]=2)=[C:3]([Cl:16])[CH:2]=1.[CH:17]([O-:19])=[O:18].